This data is from Full USPTO retrosynthesis dataset with 1.9M reactions from patents (1976-2016). The task is: Predict the reactants needed to synthesize the given product. Given the product [F:1][C:2]([F:25])([F:26])[C:3]([C:18]1[CH:19]=[C:20]([CH:21]=[CH:22][CH:23]=1)[O:24][CH2:28][CH2:29][CH2:30][OH:31])([O:8][CH2:9][C:10]1[CH:11]=[CH:12][C:13]([O:16][CH3:17])=[CH:14][CH:15]=1)[C:4]([F:6])([F:5])[F:7], predict the reactants needed to synthesize it. The reactants are: [F:1][C:2]([F:26])([F:25])[C:3]([C:18]1[CH:19]=[C:20]([OH:24])[CH:21]=[CH:22][CH:23]=1)([O:8][CH2:9][C:10]1[CH:15]=[CH:14][C:13]([O:16][CH3:17])=[CH:12][CH:11]=1)[C:4]([F:7])([F:6])[F:5].Br[CH2:28][CH2:29][CH2:30][OH:31].C([O-])([O-])=O.[Cs+].[Cs+].[I-].[K+].